Dataset: Reaction yield outcomes from USPTO patents with 853,638 reactions. Task: Predict the reaction yield, written as a fraction of the theoretical maximum amount of product (1.0 means a 100% yield; for example, 0.34 means a 34% yield). The reactants are [Cl:1][C:2]1[C:10]2[N:9]=[C:8]3[N:11]([C:15]4[CH:20]=[CH:19][C:18]([Cl:21])=[CH:17][C:16]=4[Cl:22])[CH2:12][CH2:13][CH2:14][N:7]3[C:6]=2[C:5]([CH:23]([CH:25]2[CH2:27][CH2:26]2)[OH:24])=[CH:4][CH:3]=1.N(C(N1CCCCC1)=O)=NC(N1CCCCC1)=O.C(P(CCCC)CCCC)CCC.[F:59][C:60]([F:64])([F:63])[CH2:61]O. The catalyst is O1CCCC1. The product is [Cl:1][C:2]1[C:10]2[N:9]=[C:8]3[N:11]([C:15]4[CH:20]=[CH:19][C:18]([Cl:21])=[CH:17][C:16]=4[Cl:22])[CH2:12][CH2:13][CH2:14][N:7]3[C:6]=2[C:5]([CH:23]([CH:25]2[CH2:27][CH2:26]2)[O:24][CH2:61][C:60]([F:64])([F:63])[F:59])=[CH:4][CH:3]=1. The yield is 0.570.